From a dataset of Catalyst prediction with 721,799 reactions and 888 catalyst types from USPTO. Predict which catalyst facilitates the given reaction. (1) Product: [C:12]([O:16][CH2:17][CH2:18][O:19][C:4](=[O:5])[C:3]1[C:2](=[CH:10][CH:9]=[CH:8][CH:7]=1)[C:1]([OH:6])=[O:11])(=[O:15])[CH:13]=[CH2:14]. The catalyst class is: 66. Reactant: [C:1]1(=[O:11])[O:6][C:4](=[O:5])[C:3]2=[CH:7][CH:8]=[CH:9][CH:10]=[C:2]12.[C:12]([O:16][CH2:17][CH2:18][OH:19])(=[O:15])[CH:13]=[CH2:14]. (2) Reactant: C([C:6]1[CH:16]=[CH:15][CH:14]=[CH:13][C:7]=1[CH:8]=[CH:9][C:10]([OH:12])=[O:11])(=O)CCC.[C:17](Cl)(=[O:21])[C:18](Cl)=O.[O:23]1CCOCC1.N1[CH:34]=[CH:33]C=CC=1. Product: [C:10]([CH:9]=[CH:8][C:7]1[CH:13]=[CH:14][CH:15]=[CH:16][C:6]=1[O:23][C:17](=[O:21])[CH2:18][CH2:33][CH3:34])([OH:12])=[O:11]. The catalyst class is: 139. (3) Reactant: [F:1][C:2]1[CH:3]=[C:4]([NH:10][C:11](=[O:13])[CH3:12])[CH:5]=[CH:6][C:7]=1[S:8][CH3:9].ClC1[CH:20]=[CH:19][C:18]([CH3:21])=[CH:17][C:16]=1[N+:22]([O-:24])=[O:23]. Product: [F:1][C:2]1[CH:3]=[C:4]([NH:10][C:11](=[O:13])[CH3:12])[CH:5]=[CH:6][C:7]=1[S:8][C:9]1[CH:20]=[CH:19][C:18]([CH3:21])=[CH:17][C:16]=1[N+:22]([O-:24])=[O:23]. The catalyst class is: 18. (4) Reactant: C([Si](C)(C)[O:6][C@@H:7]1[C@@:11]([CH:31]([NH:40][CH2:41][C:42]2[CH:47]=[CH:46][CH:45]=[CH:44][CH:43]=2)[NH:32][CH2:33][C:34]2[CH:39]=[CH:38][CH:37]=[CH:36][CH:35]=2)([CH2:12][O:13][Si](C(C)(C)C)(C2C=CC=CC=2)C2C=CC=CC=2)[O:10][C@@H:9]([N:48]2[CH:56]=[C:54]([CH3:55])[C:52](=[O:53])[NH:51][C:49]2=[O:50])[CH2:8]1)(C)(C)C.[F-].C([N+](CCCC)(CCCC)CCCC)CCC.CO. Product: [C:34]1([CH2:33][NH:32][CH:31]([C@:11]2([CH2:12][OH:13])[O:10][C@@H:9]([N:48]3[CH:56]=[C:54]([CH3:55])[C:52](=[O:53])[NH:51][C:49]3=[O:50])[CH2:8][C@@H:7]2[OH:6])[NH:40][CH2:41][C:42]2[CH:43]=[CH:44][CH:45]=[CH:46][CH:47]=2)[CH:39]=[CH:38][CH:37]=[CH:36][CH:35]=1. The catalyst class is: 7. (5) Reactant: [N:1]1[CH:6]=[CH:5][CH:4]=[CH:3][C:2]=1[CH:7]=O.[CH2:9]([NH2:12])[CH2:10][NH2:11].BrN1C(=O)CCC1=O.[OH-].[Na+]. Product: [NH:11]1[CH2:10][CH2:9][N:12]=[C:7]1[C:2]1[CH:3]=[CH:4][CH:5]=[CH:6][N:1]=1. The catalyst class is: 2. (6) Reactant: C1(S([N:10]2[C:14]3[N:15]=[CH:16][N:17]=[C:18]([C:19]4[CH:25]=[CH:24][C:22]([NH2:23])=[CH:21][CH:20]=4)[C:13]=3[CH:12]=[C:11]2[Cl:26])(=O)=O)C=CC=CC=1.[F:27][CH:28]([F:40])[O:29][C:30]1[CH:35]=[CH:34][C:33]([S:36](Cl)(=[O:38])=[O:37])=[CH:32][CH:31]=1. The catalyst class is: 17. Product: [Cl:26][C:11]1[NH:10][C:14]2[N:15]=[CH:16][N:17]=[C:18]([C:19]3[CH:20]=[CH:21][C:22]([NH:23][S:36]([C:33]4[CH:32]=[CH:31][C:30]([O:29][CH:28]([F:27])[F:40])=[CH:35][CH:34]=4)(=[O:38])=[O:37])=[CH:24][CH:25]=3)[C:13]=2[CH:12]=1.